This data is from Catalyst prediction with 721,799 reactions and 888 catalyst types from USPTO. The task is: Predict which catalyst facilitates the given reaction. (1) Reactant: [NH2:1][C:2]1[C:19]([O:20][CH3:21])=[CH:18][C:5]2[CH2:6][CH2:7][N:8]([CH2:11][C@H:12]([OH:17])[C:13]([F:16])([F:15])[F:14])[CH2:9][CH2:10][C:4]=2[CH:3]=1.Cl[C:23]1[N:28]=[C:27]([NH:29][C@@H:30]2[C@@H:35]3[CH2:36][C@@H:32]([CH:33]=[CH:34]3)[C@@H:31]2[C:37]([NH2:39])=[O:38])[C:26]([Cl:40])=[CH:25][N:24]=1.C12(CS(O)(=O)=O)C(C)(C)C(CC1)CC2=O. Product: [Cl:40][C:26]1[C:27]([NH:29][C@@H:30]2[C@@H:35]3[CH2:36][C@@H:32]([CH:33]=[CH:34]3)[C@@H:31]2[C:37]([NH2:39])=[O:38])=[N:28][C:23]([NH:1][C:2]2[C:19]([O:20][CH3:21])=[CH:18][C:5]3[CH2:6][CH2:7][N:8]([CH2:11][C@H:12]([OH:17])[C:13]([F:14])([F:15])[F:16])[CH2:9][CH2:10][C:4]=3[CH:3]=2)=[N:24][CH:25]=1. The catalyst class is: 141. (2) Reactant: [CH2:1]1[CH2:11][C:9](=O)[C:8]2[C:3](=[CH:4][CH:5]=[CH:6][CH:7]=2)[CH2:2]1.Cl.[OH:13][NH2:14].N1C=CC=CC=1. Product: [C:9]1(=[N:14][OH:13])[C:8]2[C:3](=[CH:4][CH:5]=[CH:6][CH:7]=2)[CH2:2][CH2:1][CH2:11]1. The catalyst class is: 254. (3) Reactant: [CH3:1][O:2][C:3](=[O:22])[CH2:4][C:5]1[CH:10]=[C:9]([C:11]2[CH:16]=[CH:15][C:14]([C:17]([F:20])([F:19])[F:18])=[CH:13][CH:12]=2)[N:8]=[C:7](Cl)[CH:6]=1.[F:23][C:24]([F:39])([F:38])[C:25]1[CH:26]=[C:27](B(O)O)[CH:28]=[C:29]([C:31]([F:34])([F:33])[F:32])[CH:30]=1.C([O-])([O-])=O.[Na+].[Na+]. Product: [CH3:1][O:2][C:3](=[O:22])[CH2:4][C:5]1[CH:10]=[C:9]([C:11]2[CH:16]=[CH:15][C:14]([C:17]([F:20])([F:19])[F:18])=[CH:13][CH:12]=2)[N:8]=[C:7]([C:27]2[CH:28]=[C:29]([C:31]([F:34])([F:32])[F:33])[CH:30]=[C:25]([C:24]([F:23])([F:39])[F:38])[CH:26]=2)[CH:6]=1. The catalyst class is: 108. (4) Product: [Cl:16][C:17]1[N:18]=[C:19]([Cl:24])[N:20]=[C:21]([NH:13][C:10]2[CH:11]=[C:12]3[C:7](=[CH:8][CH:9]=2)[N:6]=[C:5]([CH3:14])[CH:4]=[C:3]3[N:2]([CH3:15])[CH3:1])[N:22]=1. Reactant: [CH3:1][N:2]([CH3:15])[C:3]1[C:12]2[C:7](=[CH:8][CH:9]=[C:10]([NH2:13])[CH:11]=2)[N:6]=[C:5]([CH3:14])[CH:4]=1.[Cl:16][C:17]1[N:22]=[C:21](Cl)[N:20]=[C:19]([Cl:24])[N:18]=1.C(=O)([O-])[O-].[K+].[K+]. The catalyst class is: 7. (5) Reactant: [Cl:1][C:2]1[CH:7]=[CH:6][C:5]([C:8]2[CH:13]=[CH:12][C:11]([CH2:14][S:15][CH:16]([CH2:20][CH2:21][N:22]3[C:27](=[O:28])[C:26]4[CH:29]=[CH:30][CH:31]=[CH:32][C:25]=4[N:24]=[N:23]3)[C:17]([OH:19])=[O:18])=[CH:10][CH:9]=2)=[CH:4][CH:3]=1.[OH:33]OS([O-])=O.[K+].[OH2:39]. Product: [Cl:1][C:2]1[CH:7]=[CH:6][C:5]([C:8]2[CH:9]=[CH:10][C:11]([CH2:14][S:15]([CH:16]([CH2:20][CH2:21][N:22]3[C:27](=[O:28])[C:26]4[CH:29]=[CH:30][CH:31]=[CH:32][C:25]=4[N:24]=[N:23]3)[C:17]([OH:19])=[O:18])(=[O:33])=[O:39])=[CH:12][CH:13]=2)=[CH:4][CH:3]=1. The catalyst class is: 5. (6) Reactant: [C:1]([NH:4][C:5]1[CH:6]=[C:7]([CH:31]2[CH2:33][CH2:32]2)[C:8]([C:21]2[CH:22]=[C:23]3[C:28](=[CH:29][CH:30]=2)[O:27][CH2:26][CH2:25][CH2:24]3)=[C:9]([CH:12]([O:17][CH:18]2[CH2:20][CH2:19]2)[C:13]([O:15]C)=[O:14])[C:10]=1[CH3:11])(=[O:3])[CH3:2].[OH-].[Na+]. Product: [C:1]([NH:4][C:5]1[CH:6]=[C:7]([CH:31]2[CH2:32][CH2:33]2)[C:8]([C:21]2[CH:22]=[C:23]3[C:28](=[CH:29][CH:30]=2)[O:27][CH2:26][CH2:25][CH2:24]3)=[C:9]([CH:12]([O:17][CH:18]2[CH2:19][CH2:20]2)[C:13]([OH:15])=[O:14])[C:10]=1[CH3:11])(=[O:3])[CH3:2]. The catalyst class is: 199.